This data is from Forward reaction prediction with 1.9M reactions from USPTO patents (1976-2016). The task is: Predict the product of the given reaction. (1) Given the reactants [Cl:1][C:2]1[CH:7]=[CH:6][C:5]([C@@H:8]2[CH2:12][CH2:11][CH2:10][C@@H:9]2[S:13][CH3:14])=[CH:4][N:3]=1.[N:15]#[C:16][NH2:17].C(O)(=O)C.C(O)(=O)C.IC1C=CC=CC=1.CO, predict the reaction product. The product is: [Cl:1][C:2]1[N:3]=[CH:4][C:5]([C@H:8]2[CH2:12][CH2:11][CH2:10][C@H:9]2[S:13]([CH3:14])=[N:17][C:16]#[N:15])=[CH:6][CH:7]=1. (2) Given the reactants CN(C(ON1N=NC2C=CC=NC1=2)=[N+](C)C)C.F[P-](F)(F)(F)(F)F.[CH3:25][O:26][C:27]1[CH:28]=[CH:29][C:30]([N:35]2[C:44](=[O:45])[C:43]3[C:38](=[CH:39][C:40]([C:49](O)=[O:50])=[C:41]([N:46]([CH3:48])[CH3:47])[CH:42]=3)[NH:37][C:36]2=[S:52])=[N:31][C:32]=1[O:33][CH3:34].[Cl:53][C:54]1[CH:61]=[CH:60][C:57]([CH2:58][NH2:59])=[CH:56][CH:55]=1.O, predict the reaction product. The product is: [Cl:53][C:54]1[CH:61]=[CH:60][C:57]([CH2:58][NH:59][C:49]([C:40]2[CH:39]=[C:38]3[C:43]([C:44](=[O:45])[N:35]([C:30]4[CH:29]=[CH:28][C:27]([O:26][CH3:25])=[C:32]([O:33][CH3:34])[N:31]=4)[C:36](=[S:52])[NH:37]3)=[CH:42][C:41]=2[N:46]([CH3:48])[CH3:47])=[O:50])=[CH:56][CH:55]=1.